From a dataset of Full USPTO retrosynthesis dataset with 1.9M reactions from patents (1976-2016). Predict the reactants needed to synthesize the given product. (1) Given the product [F:66][C:53]([F:52])([F:65])[CH2:54][O:55][C:56]1[CH:64]=[CH:63][C:59]([C:60]([NH:1][C:2]2[CH:7]=[CH:6][C:5]([C@@H:8]3[O:13][CH2:12][CH2:11][N:10]([C:14]([O:16][C:17]([CH3:20])([CH3:19])[CH3:18])=[O:15])[CH2:9]3)=[CH:4][CH:3]=2)=[O:61])=[CH:58][N:57]=1, predict the reactants needed to synthesize it. The reactants are: [NH2:1][C:2]1[CH:7]=[CH:6][C:5]([C@@H:8]2[O:13][CH2:12][CH2:11][N:10]([C:14]([O:16][C:17]([CH3:20])([CH3:19])[CH3:18])=[O:15])[CH2:9]2)=[CH:4][CH:3]=1.CN1CCOCC1.CN(C(ON1N=NC2C=CC=CC1=2)=[N+](C)C)C.F[P-](F)(F)(F)(F)F.[F:52][C:53]([F:66])([F:65])[CH2:54][O:55][C:56]1[CH:64]=[CH:63][C:59]([C:60](O)=[O:61])=[CH:58][N:57]=1. (2) The reactants are: C[O:2][C:3]([C:5]1[CH:10]=[N:9][C:8]([Cl:11])=[CH:7][N:6]=1)=[O:4].[Cl-].[Li+].C(=O)(O)[O-].[Na+]. Given the product [Cl:11][C:8]1[N:9]=[CH:10][C:5]([C:3]([OH:4])=[O:2])=[N:6][CH:7]=1, predict the reactants needed to synthesize it. (3) Given the product [CH2:6]([N:5]([CH2:8][CH3:9])[C:3]([CH2:2][O:20][C:18](=[O:19])[CH2:17][CH2:16][C:15]([O:14][C:10]([CH3:12])([CH3:11])[CH3:13])=[O:21])=[O:4])[CH3:7], predict the reactants needed to synthesize it. The reactants are: Cl[CH2:2][C:3]([N:5]([CH2:8][CH3:9])[CH2:6][CH3:7])=[O:4].[C:10]([O:14][C:15](=[O:21])[CH2:16][CH2:17][C:18]([OH:20])=[O:19])([CH3:13])([CH3:12])[CH3:11].C(=O)([O-])[O-].[Cs+].[Cs+].